Dataset: Catalyst prediction with 721,799 reactions and 888 catalyst types from USPTO. Task: Predict which catalyst facilitates the given reaction. (1) Reactant: [NH2:1][CH2:2][CH2:3][CH2:4][N:5]([CH2:13][CH2:14][CH2:15][NH:16][C:17]1[N:18]=[N+:19]([O-:28])[C:20]2[CH:27]=[CH:26][CH:25]=[CH:24][C:21]=2[N+:22]=1[O-:23])[C:6](=[O:12])[O:7][C:8]([CH3:11])([CH3:10])[CH3:9].[N-]1[CH:33]=[CH:32][N:31]=[CH:30]1.[CH2:34]1[CH2:38][O:37][CH2:36][CH2:35]1. Product: [CH:2]1[C:3]2[C:30](=[N:31][C:32]3[C:33]([CH:4]=2)=[CH:24][CH:21]=[CH:20][CH:27]=3)[C:34]([C:38]([NH:1][CH2:2][CH2:3][CH2:4][N:5]([CH2:13][CH2:14][CH2:15][NH:16][C:17]2[N:18]=[N+:19]([O-:28])[C:20]3[CH:27]=[CH:26][CH:25]=[CH:24][C:21]=3[N+:22]=2[O-:23])[C:6](=[O:12])[O:7][C:8]([CH3:10])([CH3:11])[CH3:9])=[O:37])=[CH:35][CH:36]=1. The catalyst class is: 2. (2) Reactant: [CH3:1][CH:2]1[CH2:11][C:10]2[N:9]=[N:8][C:7]([C:12]3[CH:17]=[CH:16][CH:15]=[C:14]([C:18]([F:21])([F:20])[F:19])[CH:13]=3)=[CH:6][C:5]=2[C:4](=[O:22])[CH2:3]1.[Br-].C(=O)(O)[O-].[Na+]. Product: [CH3:1][C:2]1[CH:3]=[C:4]([OH:22])[C:5]2[CH:6]=[C:7]([C:12]3[CH:17]=[CH:16][CH:15]=[C:14]([C:18]([F:21])([F:20])[F:19])[CH:13]=3)[N:8]=[N:9][C:10]=2[CH:11]=1. The catalyst class is: 13. (3) Product: [Cl:1][C:2]1[CH:19]=[CH:18][C:5]2[N:6]([CH2:11][CH2:12][CH2:13][S:14]([CH3:17])(=[O:16])=[O:15])[C:7]([CH2:9][N:26]3[C:27]4[C:32](=[CH:31][CH:30]=[CH:29][CH:28]=4)[C:24]([S:21]([CH3:20])(=[O:22])=[O:23])=[CH:25]3)=[N:8][C:4]=2[CH:3]=1. The catalyst class is: 3. Reactant: [Cl:1][C:2]1[CH:19]=[CH:18][C:5]2[N:6]([CH2:11][CH2:12][CH2:13][S:14]([CH3:17])(=[O:16])=[O:15])[C:7]([CH2:9]Cl)=[N:8][C:4]=2[CH:3]=1.[CH3:20][S:21]([C:24]1[C:32]2[C:27](=[CH:28][CH:29]=[CH:30][CH:31]=2)[NH:26][CH:25]=1)(=[O:23])=[O:22].C([O-])([O-])=O.[K+].[K+]. (4) The catalyst class is: 3. Product: [Cl:16][C:3]1([Cl:2])[CH2:5][C@@H:4]1[CH2:6][NH:7][C:8]([C@@H:10]1[CH2:15][C@@H:14]2[C@@H:12]([CH2:13]2)[N:11]1[C:30](=[O:31])[CH2:29][N:22]1[C:23]2[C:28](=[CH:27][CH:26]=[CH:25][CH:24]=2)[C:20]([C:17]([NH2:18])=[O:19])=[N:21]1)=[O:9]. Reactant: Cl.[Cl:2][C:3]1([Cl:16])[CH2:5][C@@H:4]1[CH2:6][NH:7][C:8]([C@@H:10]1[CH2:15][C@@H:14]2[C@@H:12]([CH2:13]2)[NH:11]1)=[O:9].[C:17]([C:20]1[C:28]2[C:23](=[CH:24][CH:25]=[CH:26][CH:27]=2)[N:22]([CH2:29][C:30](O)=[O:31])[N:21]=1)(=[O:19])[NH2:18].CN(C(ON1N=NC2C=CC=CC1=2)=[N+](C)C)C.F[P-](F)(F)(F)(F)F.CCN(C(C)C)C(C)C. (5) Product: [Cl:1][C:2]1[CH:25]=[CH:24][C:5]([CH2:6][S:7]([C:10]2[CH:11]=[C:12]([C:15]3[C:17]4[C:18](=[N:19][CH:20]=[CH:21][CH:22]=4)[NH:28][N:27]=3)[NH:13][CH:14]=2)(=[O:9])=[O:8])=[CH:4][CH:3]=1. The catalyst class is: 8. Reactant: [Cl:1][C:2]1[CH:25]=[CH:24][C:5]([CH2:6][S:7]([C:10]2[CH:11]=[C:12]([C:15]([C:17]3[C:18](Cl)=[N:19][CH:20]=[CH:21][CH:22]=3)=O)[NH:13][CH:14]=2)(=[O:9])=[O:8])=[CH:4][CH:3]=1.O.[NH2:27][NH2:28].O.